Dataset: Forward reaction prediction with 1.9M reactions from USPTO patents (1976-2016). Task: Predict the product of the given reaction. (1) The product is: [ClH:69].[NH2:53][CH2:54][CH2:55][CH2:56][CH2:57][CH2:58][C:36]([NH:35][CH2:34][C:32]1[N:31]=[N:30][N:29]([C:25]2[CH:24]=[C:23]([NH:22][C:20]([N:14]3[C@@H:15]4[CH2:19][N:18]([CH2:17][CH2:16]4)[C:12]4[CH:11]=[CH:10][C:9]([C:5]5[CH:6]=[CH:7][CH:8]=[C:3]([C:2]([F:44])([F:45])[F:1])[CH:4]=5)=[N:43][C:13]3=4)=[O:21])[CH:28]=[CH:27][CH:26]=2)[CH:33]=1)=[O:37]. Given the reactants [F:1][C:2]([F:45])([F:44])[C:3]1[CH:4]=[C:5]([C:9]2[CH:10]=[CH:11][C:12]3[N:18]4[CH2:19][C@H:15]([CH2:16][CH2:17]4)[N:14]([C:20]([NH:22][C:23]4[CH:24]=[C:25]([N:29]5[CH:33]=[C:32]([CH2:34][NH:35][C:36](=O)[O:37]C(C)(C)C)[N:31]=[N:30]5)[CH:26]=[CH:27][CH:28]=4)=[O:21])[C:13]=3[N:43]=2)[CH:6]=[CH:7][CH:8]=1.C(OC([NH:53][CH2:54][CH2:55][CH2:56][CH2:57][CH2:58]C(ON1C(=O)CCC1=O)=O)=O)(C)(C)C.[ClH:69], predict the reaction product. (2) Given the reactants [Cl:1][C:2]1[CH:7]=[CH:6][C:5]([CH:8]([C:37]2[CH:42]=[CH:41][C:40]([Cl:43])=[CH:39][CH:38]=2)[C:9]2[CH:10]=[C:11]3[C:16](=[CH:17][CH:18]=2)[N:15]=[CH:14][N:13]=[C:12]3[NH:19][CH:20]2[CH2:25][CH2:24][N:23]([S:26]([C:29]3[CH:36]=[CH:35][C:32]([C:33]#[N:34])=[CH:31][CH:30]=3)(=[O:28])=[O:27])[CH2:22][CH2:21]2)=[CH:4][CH:3]=1.Cl.[NH4+:45].[Cl-].N, predict the reaction product. The product is: [Cl:1][C:2]1[CH:7]=[CH:6][C:5]([CH:8]([C:37]2[CH:38]=[CH:39][C:40]([Cl:43])=[CH:41][CH:42]=2)[C:9]2[CH:10]=[C:11]3[C:16](=[CH:17][CH:18]=2)[N:15]=[CH:14][N:13]=[C:12]3[NH:19][CH:20]2[CH2:21][CH2:22][N:23]([S:26]([C:29]3[CH:36]=[CH:35][C:32]([C:33](=[NH:45])[NH2:34])=[CH:31][CH:30]=3)(=[O:28])=[O:27])[CH2:24][CH2:25]2)=[CH:4][CH:3]=1. (3) Given the reactants [CH3:1][N:2]1[CH2:7][CH2:6][NH:5][CH2:4][CH2:3]1.C(=O)([O-])[O-].[K+].[K+].Br[CH2:15][C:16]1[CH:26]=[CH:25][C:19]([C:20]([O:22][CH2:23][CH3:24])=[O:21])=[CH:18][C:17]=1[C:27]([F:30])([F:29])[F:28], predict the reaction product. The product is: [CH3:1][N:2]1[CH2:7][CH2:6][N:5]([CH2:15][C:16]2[CH:26]=[CH:25][C:19]([C:20]([O:22][CH2:23][CH3:24])=[O:21])=[CH:18][C:17]=2[C:27]([F:28])([F:30])[F:29])[CH2:4][CH2:3]1. (4) The product is: [F:22][C:23]1[C:31]2[C:26](=[CH:27][CH:28]=[C:29]([C:2]3[CH:3]=[C:4]([NH:8][C@H:9]([C:16]4[CH:21]=[CH:20][CH:19]=[CH:18][CH:17]=4)[CH2:10][NH:11][C:12](=[O:15])[CH2:13][OH:14])[CH:5]=[N:6][CH:7]=3)[CH:30]=2)[NH:25][N:24]=1. Given the reactants Br[C:2]1[CH:3]=[C:4]([NH:8][C@H:9]([C:16]2[CH:21]=[CH:20][CH:19]=[CH:18][CH:17]=2)[CH2:10][NH:11][C:12](=[O:15])[CH2:13][OH:14])[CH:5]=[N:6][CH:7]=1.[F:22][C:23]1[C:31]2[C:26](=[CH:27][CH:28]=[C:29](B3OC(C)(C)C(C)(C)O3)[CH:30]=2)[NH:25][N:24]=1.C([O-])([O-])=O.[K+].[K+], predict the reaction product. (5) Given the reactants [Br:1][C:2]1[CH:7]=[CH:6][C:5]([NH:8][C:9](=[O:26])[C:10]2[CH:15]=[C:14]([N+:16]([O-])=O)[C:13]([NH:19][CH3:20])=[CH:12][C:11]=2[O:21][CH2:22][CH:23]([F:25])[F:24])=[CH:4][CH:3]=1, predict the reaction product. The product is: [Br:1][C:2]1[CH:3]=[CH:4][C:5]([NH:8][C:9](=[O:26])[C:10]2[CH:15]=[C:14]([NH2:16])[C:13]([NH:19][CH3:20])=[CH:12][C:11]=2[O:21][CH2:22][CH:23]([F:25])[F:24])=[CH:6][CH:7]=1. (6) Given the reactants [O:1]=[C:2]1[C:10]2[C:5](=[CH:6][CH:7]=[CH:8][CH:9]=2)[C:4](=[O:11])[N:3]1[CH2:12][C:13]1[CH:35]=[CH:34][C:16]2[NH:17][C:18]([CH2:20][C:21]3[N:25]([CH3:26])[C:24]4[CH:27]=[CH:28][C:29]([C:31]([OH:33])=O)=[CH:30][C:23]=4[N:22]=3)=[N:19][C:15]=2[CH:14]=1.ON1C2C=CC=CC=2N=N1.Cl.C[N:48](C)[CH2:49][CH2:50][CH2:51][N:52]=C=NCC.NCCCN.CN1CCOCC1, predict the reaction product. The product is: [O:1]=[C:2]1[C:10]2[C:5](=[CH:6][CH:7]=[CH:8][CH:9]=2)[C:4](=[O:11])[N:3]1[CH2:12][C:13]1[CH:35]=[CH:34][C:16]2[N:17]=[C:18]([CH2:20][C:21]3[N:25]([CH3:26])[C:24]4[CH:27]=[CH:28][C:29]([C:31]([NH:48][CH2:49][CH2:50][CH2:51][NH2:52])=[O:33])=[CH:30][C:23]=4[N:22]=3)[NH:19][C:15]=2[CH:14]=1. (7) The product is: [CH2:1]([NH:8][C:9]1[C:17]([C:18]2[CH:23]=[CH:22][C:21]([Cl:24])=[CH:20][CH:19]=2)=[CH:16][C:12]([C:13]([NH:47][C@@H:48]2[CH2:53][CH2:52][CH2:51][CH2:50][C@H:49]2[OH:54])=[O:14])=[CH:11][N:10]=1)[C:2]1[CH:7]=[CH:6][CH:5]=[CH:4][CH:3]=1. Given the reactants [CH2:1]([NH:8][C:9]1[C:17]([C:18]2[CH:23]=[CH:22][C:21]([Cl:24])=[CH:20][CH:19]=2)=[CH:16][C:12]([C:13](O)=[O:14])=[CH:11][N:10]=1)[C:2]1[CH:7]=[CH:6][CH:5]=[CH:4][CH:3]=1.CN(C(ON1N=NC2C=CC=CC1=2)=[N+](C)C)C.[B-](F)(F)(F)F.[NH2:47][C@@H:48]1[CH2:53][CH2:52][CH2:51][CH2:50][C@H:49]1[OH:54].CCN(C(C)C)C(C)C, predict the reaction product. (8) Given the reactants Br.[Br:2][CH2:3][CH2:4][NH2:5].O.[C:7](O[C:7]([O:9][C:10]([CH3:13])([CH3:12])[CH3:11])=[O:8])([O:9][C:10]([CH3:13])([CH3:12])[CH3:11])=[O:8].[OH-].[Na+], predict the reaction product. The product is: [Br:2][CH:3]([C:7]([O:9][C:10]([CH3:13])([CH3:12])[CH3:11])=[O:8])[CH2:4][NH2:5].